Task: Predict the product of the given reaction.. Dataset: Forward reaction prediction with 1.9M reactions from USPTO patents (1976-2016) (1) Given the reactants Br[C:2]1[CH:20]=[CH:19][C:5]([O:6][CH2:7][CH:8]2[CH2:13][CH2:12][N:11]([CH2:14][C:15]([F:18])([CH3:17])[CH3:16])[CH2:10][CH2:9]2)=[CH:4][CH:3]=1.[CH2:21]([O:23][C:24]([C:26]1[CH:31]=[CH:30][C:29](B(O)O)=[CH:28][C:27]=1[F:35])=[O:25])[CH3:22].O.C([O-])([O-])=O.[Cs+].[Cs+], predict the reaction product. The product is: [F:35][C:27]1[CH:28]=[C:29]([C:2]2[CH:20]=[CH:19][C:5]([O:6][CH2:7][CH:8]3[CH2:13][CH2:12][N:11]([CH2:14][C:15]([F:18])([CH3:17])[CH3:16])[CH2:10][CH2:9]3)=[CH:4][CH:3]=2)[CH:30]=[CH:31][C:26]=1[C:24]([O:23][CH2:21][CH3:22])=[O:25]. (2) Given the reactants Cl[C:2]1[CH:7]=[CH:6][C:5]([N+:8]([O-:10])=[O:9])=[CH:4][N:3]=1.[C:11]([C:13]1[CH:18]=[CH:17][C:16]([NH:19][C:20](=[O:32])[C:21]2[CH:26]=[CH:25][CH:24]=[C:23]([C:27]([C:30]#[N:31])([CH3:29])[CH3:28])[CH:22]=2)=[CH:15][C:14]=1[OH:33])#[N:12].C(=O)([O-])[O-].[K+].[K+], predict the reaction product. The product is: [C:30]([C:27]([C:23]1[CH:22]=[C:21]([CH:26]=[CH:25][CH:24]=1)[C:20]([NH:19][C:16]1[CH:17]=[CH:18][C:13]([C:11]#[N:12])=[C:14]([O:33][C:2]2[CH:7]=[CH:6][C:5]([N+:8]([O-:10])=[O:9])=[CH:4][N:3]=2)[CH:15]=1)=[O:32])([CH3:29])[CH3:28])#[N:31]. (3) Given the reactants [NH2:1][C:2]1[C:7]([NH2:8])=[CH:6][C:5]([C:9]2[CH:14]=[CH:13][CH:12]=[CH:11][C:10]=2[C:15]([F:18])([F:17])[F:16])=[CH:4][C:3]=1[CH2:19][CH2:20][C:21]([CH3:24])([OH:23])[CH3:22].C1CN([P+](Br)(N2CCCC2)N2CCCC2)CC1.F[P-](F)(F)(F)(F)F.CCN(C(C)C)C(C)C.[O:58]1[C:62]2([CH2:67][CH2:66][CH2:65][CH2:64][CH2:63]2)[CH2:61][C:60]([C:68](O)=[O:69])=[N:59]1, predict the reaction product. The product is: [NH2:1][C:2]1[C:3]([CH2:19][CH2:20][C:21]([OH:23])([CH3:24])[CH3:22])=[CH:4][C:5]([C:9]2[CH:14]=[CH:13][CH:12]=[CH:11][C:10]=2[C:15]([F:16])([F:17])[F:18])=[CH:6][C:7]=1[NH:8][C:68]([C:60]1[CH2:61][C:62]2([CH2:63][CH2:64][CH2:65][CH2:66][CH2:67]2)[O:58][N:59]=1)=[O:69]. (4) The product is: [F:30][C:4]1[CH:3]=[C:2]([NH:1][C:41]([NH:40][C:38](=[O:39])[CH2:37][C:31]2[CH:32]=[CH:33][CH:34]=[CH:35][CH:36]=2)=[O:42])[CH:29]=[CH:28][C:5]=1[O:6][C:7]1[CH:12]=[CH:11][N:10]=[C:9]([NH:13][C:14]([N:16]2[CH2:21][CH2:20][N:19]([CH2:22][CH2:23][N:24]3[CH2:27][CH2:26][CH2:25]3)[CH2:18][CH2:17]2)=[O:15])[CH:8]=1. Given the reactants [NH2:1][C:2]1[CH:29]=[CH:28][C:5]([O:6][C:7]2[CH:12]=[CH:11][N:10]=[C:9]([NH:13][C:14]([N:16]3[CH2:21][CH2:20][N:19]([CH2:22][CH2:23][N:24]4[CH2:27][CH2:26][CH2:25]4)[CH2:18][CH2:17]3)=[O:15])[CH:8]=2)=[C:4]([F:30])[CH:3]=1.[C:31]1([CH2:37][C:38]([N:40]=[C:41]=[O:42])=[O:39])[CH:36]=[CH:35][CH:34]=[CH:33][CH:32]=1, predict the reaction product.